This data is from Catalyst prediction with 721,799 reactions and 888 catalyst types from USPTO. The task is: Predict which catalyst facilitates the given reaction. (1) Reactant: [F:1][C:2]1[CH:7]=[C:6]([F:8])[CH:5]=[CH:4][C:3]=1[N:9]1[C:13]([C:14]2[S:23][C:22]3[C:21]4[N:24]=[C:25]([N:28]5[CH2:33][C@H:32]([CH3:34])[NH:31][C@H:30]([CH3:35])[CH2:29]5)[CH:26]=[CH:27][C:20]=4[O:19][CH2:18][CH2:17][C:16]=3[CH:15]=2)=[N:12][CH:11]=[N:10]1.C(=O)([O-])[O-].[K+].[K+].[F:42][C:43]([F:54])([F:53])[C:44](O[C:44](=[O:45])[C:43]([F:54])([F:53])[F:42])=[O:45].O. Product: [F:1][C:2]1[CH:7]=[C:6]([F:8])[CH:5]=[CH:4][C:3]=1[N:9]1[C:13]([C:14]2[S:23][C:22]3[C:21]4[N:24]=[C:25]([N:28]5[CH2:33][C@H:32]([CH3:34])[N:31]([C:44](=[O:45])[C:43]([F:54])([F:53])[F:42])[C@H:30]([CH3:35])[CH2:29]5)[CH:26]=[CH:27][C:20]=4[O:19][CH2:18][CH2:17][C:16]=3[CH:15]=2)=[N:12][CH:11]=[N:10]1. The catalyst class is: 9. (2) Reactant: [CH:1]([C:4]1[CH:9]=[CH:8][C:7]([NH:10][C:11]([C:13]2[C:14]([NH:21][CH2:22][C:23]3[CH:28]=[CH:27][N:26]=[CH:25][CH:24]=3)=[N:15][C:16](SC)=[N:17][CH:18]=2)=[O:12])=[CH:6][CH:5]=1)([CH3:3])[CH3:2]. Product: [CH:1]([C:4]1[CH:5]=[CH:6][C:7]([NH:10][C:11]([C:13]2[C:14]([NH:21][CH2:22][C:23]3[CH:24]=[CH:25][N:26]=[CH:27][CH:28]=3)=[N:15][CH:16]=[N:17][CH:18]=2)=[O:12])=[CH:8][CH:9]=1)([CH3:3])[CH3:2]. The catalyst class is: 319. (3) Reactant: [NH2:1][C:2]1[C:3]([C:14]2[CH:35]=[CH:34][C:17]([C:18]([NH:20][C@@H:21]([C:26]3[CH:31]=[C:30]([I:32])[CH:29]=[C:28]([F:33])[CH:27]=3)[CH2:22][N:23]=[N+]=[N-])=[O:19])=[C:16]([F:36])[CH:15]=2)=[N:4][C:5]([CH:8]2[CH2:13][CH2:12][O:11][CH2:10][CH2:9]2)=[CH:6][N:7]=1.C1(P(C2C=CC=CC=2)C2C=CC=CC=2)C=CC=CC=1.O. Product: [NH2:23][CH2:22][C@@H:21]([NH:20][C:18](=[O:19])[C:17]1[CH:34]=[CH:35][C:14]([C:3]2[C:2]([NH2:1])=[N:7][CH:6]=[C:5]([CH:8]3[CH2:9][CH2:10][O:11][CH2:12][CH2:13]3)[N:4]=2)=[CH:15][C:16]=1[F:36])[C:26]1[CH:31]=[C:30]([I:32])[CH:29]=[C:28]([F:33])[CH:27]=1. The catalyst class is: 1. (4) Reactant: [CH2:1]([O:3][P:4]([CH2:9][NH:10][C:11]1[CH:20]=[CH:19][C:18]2[C:13](=[C:14]([C:22]3[C:31]4[C:26](=[CH:27][CH:28]=[CH:29][CH:30]=4)[CH:25]=[CH:24][CH:23]=3)[CH:15]=[C:16](I)[CH:17]=2)[N:12]=1)(=[O:8])[O:5][CH2:6][CH3:7])[CH3:2].CCN(CC)CC. Product: [CH2:1]([O:3][P:4]([CH2:9][NH:10][C:11]1[CH:20]=[CH:19][C:18]2[C:13](=[C:14]([C:22]3[C:31]4[C:26](=[CH:27][CH:28]=[CH:29][CH:30]=4)[CH:25]=[CH:24][CH:23]=3)[CH:15]=[CH:16][CH:17]=2)[N:12]=1)(=[O:8])[O:5][CH2:6][CH3:7])[CH3:2]. The catalyst class is: 43. (5) Reactant: [Li]CCCC.CCCCCC.[C:12]([C:14]1([OH:22])[CH:19]2[CH2:20][CH2:21][N:16]([CH2:17][CH2:18]2)[CH2:15]1)#[CH:13].[CH3:23][O:24][C:25]1[CH:30]=[CH:29][C:28]([C:31]([C:33]2[S:34][CH:35]=[CH:36][CH:37]=2)=[O:32])=[CH:27][CH:26]=1. Product: [OH:32][C:31]([C:28]1[CH:29]=[CH:30][C:25]([O:24][CH3:23])=[CH:26][CH:27]=1)([C:33]1[S:34][CH:35]=[CH:36][CH:37]=1)[C:13]#[C:12][C:14]1([OH:22])[CH:19]2[CH2:20][CH2:21][N:16]([CH2:17][CH2:18]2)[CH2:15]1. The catalyst class is: 1. (6) Reactant: [CH3:1][CH:2]1[CH2:7][CH2:6][NH:5][CH2:4][CH2:3]1.Cl[S:9]([C:12]1[CH:13]=[C:14]([CH:18]=[CH:19][CH:20]=1)[C:15]([OH:17])=[O:16])(=[O:11])=[O:10].C(=O)([O-])[O-].[K+].[K+]. Product: [CH3:1][CH:2]1[CH2:7][CH2:6][N:5]([S:9]([C:12]2[CH:13]=[C:14]([CH:18]=[CH:19][CH:20]=2)[C:15]([OH:17])=[O:16])(=[O:11])=[O:10])[CH2:4][CH2:3]1. The catalyst class is: 1.